Dataset: Forward reaction prediction with 1.9M reactions from USPTO patents (1976-2016). Task: Predict the product of the given reaction. (1) Given the reactants C(O[CH:4](OCC)[CH2:5][N:6]1[C:14]2[CH2:13][CH2:12][CH2:11][CH2:10][C:9]=2[CH:8]=[C:7]1[C:15]([NH2:17])=[O:16])C.C(=O)([O-])[O-].[Na+].[Na+], predict the reaction product. The product is: [C:15]1(=[O:16])[C:7]2=[CH:8][C:9]3[CH2:10][CH2:11][CH2:12][CH2:13][C:14]=3[N:6]2[CH:5]=[CH:4][NH:17]1. (2) Given the reactants Br[C:2]([CH3:16])([CH3:15])[C:3]([NH:5][C:6]1[C:11]([CH3:12])=[CH:10][C:9]([CH3:13])=[CH:8][C:7]=1[CH3:14])=O.[H-].[Al+3].[Li+].[H-].[H-].[H-], predict the reaction product. The product is: [C:7]1([CH3:14])[CH:8]=[C:9]([CH3:13])[CH:10]=[C:11]([CH3:12])[C:6]=1[NH:5][CH2:3][C:2]([CH3:16])([NH:5][C:6]1[CH:11]=[CH:10][CH:9]=[CH:8][CH:7]=1)[CH3:15]. (3) Given the reactants [OH-].[Na+].[NH:3]1[C:10](=[O:11])[CH2:9][C:7](=[O:8])[NH:6][C:4]1=[O:5].[CH3:12]O, predict the reaction product. The product is: [CH3:12][N:3]1[C:10](=[O:11])[CH2:9][C:7](=[O:8])[NH:6][C:4]1=[O:5].